Dataset: Buchwald-Hartwig C-N cross coupling reaction yields with 55,370 reactions. Task: Predict the reaction yield, written as a fraction of the theoretical maximum amount of product (1.0 means a 100% yield; for example, 0.34 means a 34% yield). (1) The yield is 0.411. The reactants are COc1ccc(I)cc1.Cc1ccc(N)cc1.O=S(=O)(O[Pd]1c2ccccc2-c2ccccc2N~1)C(F)(F)F.COc1ccc(OC)c(P(C(C)(C)C)C(C)(C)C)c1-c1c(C(C)C)cc(C(C)C)cc1C(C)C.CN(C)C(=NC(C)(C)C)N(C)C.COC(=O)c1cc(-c2cccs2)on1. The product is COc1ccc(Nc2ccc(C)cc2)cc1. No catalyst specified. (2) The reactants are FC(F)(F)c1ccc(I)cc1.Cc1ccc(N)cc1.O=S(=O)(O[Pd]1c2ccccc2-c2ccccc2N~1)C(F)(F)F.COc1ccc(OC)c(P([C@]23C[C@H]4C[C@H](C[C@H](C4)C2)C3)[C@]23C[C@H]4C[C@H](C[C@H](C4)C2)C3)c1-c1c(C(C)C)cc(C(C)C)cc1C(C)C.CCN=P(N=P(N(C)C)(N(C)C)N(C)C)(N(C)C)N(C)C.CCOC(=O)c1cnoc1. No catalyst specified. The product is Cc1ccc(Nc2ccc(C(F)(F)F)cc2)cc1. The yield is 0.0311.